This data is from Reaction yield outcomes from USPTO patents with 853,638 reactions. The task is: Predict the reaction yield, written as a fraction of the theoretical maximum amount of product (1.0 means a 100% yield; for example, 0.34 means a 34% yield). (1) The reactants are CC[C@@H]1[C@@H]2C[C@H]([C@@H](OC3C4C(=CC=CC=4)C(O[C@@H](C4C=CN=C5C=4C=C(OC)C=C5)[C@@H]4N5C[C@H](CC)[C@@H](CC5)C4)=NN=3)C3C=CN=C4C=3C=C([O:22]C)C=C4)N(CC2)C1.C([N:62]1[C:66]2[CH:67]=[CH:68][CH:69]=[CH:70][C:65]=2[N:64]=[C:63]1[C:71]1[CH:76]=[CH:75][CH:74]=[CH:73][C:72]=1[N+:77]([O-:79])=[O:78])C=C.[O-]S([O-])=O.[Na+].[Na+].[CH3:86][C:87]([OH:90])(C)[CH3:88]. The catalyst is O.C(Cl)Cl. The product is [N+:77]([C:72]1[CH:73]=[CH:74][CH:75]=[CH:76][C:71]=1[C:63]1[N:64]([CH2:86][CH:87]([OH:90])[CH2:88][OH:22])[C:65]2[CH:70]=[CH:69][CH:68]=[CH:67][C:66]=2[N:62]=1)([O-:79])=[O:78]. The yield is 0.740. (2) The reactants are [Br:1][C:2]1[CH:3]=[CH:4][C:5]2[N:6]([CH2:16][CH:17]([F:39])[CH2:18][N:19]([C:32]3[CH:37]=[CH:36][C:35]([OH:38])=[CH:34][CH:33]=3)[S:20]([C:23]3[CH:28]=[CH:27][C:26]([N+:29]([O-:31])=[O:30])=[CH:25][CH:24]=3)(=[O:22])=[O:21])[C:7]3[C:12]([C:13]=2[CH:14]=1)=[CH:11][C:10]([Br:15])=[CH:9][CH:8]=3.C(=O)([O-])[O-].[K+].[K+].Br[CH2:47][CH2:48][O:49][CH2:50][CH2:51][O:52][CH3:53]. The catalyst is CN(C)C=O.CCOC(C)=O. The product is [Br:1][C:2]1[CH:3]=[CH:4][C:5]2[N:6]([CH2:16][CH:17]([F:39])[CH2:18][N:19]([C:32]3[CH:37]=[CH:36][C:35]([O:38][CH2:47][CH2:48][O:49][CH2:50][CH2:51][O:52][CH3:53])=[CH:34][CH:33]=3)[S:20]([C:23]3[CH:24]=[CH:25][C:26]([N+:29]([O-:31])=[O:30])=[CH:27][CH:28]=3)(=[O:22])=[O:21])[C:7]3[C:12]([C:13]=2[CH:14]=1)=[CH:11][C:10]([Br:15])=[CH:9][CH:8]=3. The yield is 0.430. (3) The reactants are [CH3:1][N:2]1[C:6]([CH3:7])=[CH:5][C:4]([NH:8][C:9]2[C:14](=[O:15])[N:13]([CH3:16])[CH:12]=[C:11]([C:17]3[C:22]([CH:23]=[O:24])=[C:21]([N:25]4[CH2:37][CH2:36][C:35]5[N:34]6[C:29]([CH2:30][CH2:31][CH2:32][CH2:33]6)=[CH:28][C:27]=5[C:26]4=[O:38])[N:20]=[CH:19][CH:18]=3)[CH:10]=2)=[N:3]1.[BH4-].[Na+]. The catalyst is CO. The product is [CH3:1][N:2]1[C:6]([CH3:7])=[CH:5][C:4]([NH:8][C:9]2[C:14](=[O:15])[N:13]([CH3:16])[CH:12]=[C:11]([C:17]3[CH:18]=[CH:19][N:20]=[C:21]([N:25]4[CH2:37][CH2:36][C:35]5[N:34]6[C:29]([CH2:30][CH2:31][CH2:32][CH2:33]6)=[CH:28][C:27]=5[C:26]4=[O:38])[C:22]=3[CH2:23][OH:24])[CH:10]=2)=[N:3]1. The yield is 0.660.